From a dataset of Forward reaction prediction with 1.9M reactions from USPTO patents (1976-2016). Predict the product of the given reaction. (1) The product is: [O:3]=[S:1]1(=[O:4])[NH:2][CH:8]([CH2:9][CH2:10][C:11]([O:13][CH3:14])=[O:12])[CH2:7][CH2:6][O:5]1. Given the reactants [S:1]([O:5][CH2:6][CH2:7][CH2:8][CH2:9][CH2:10][C:11]([O:13][CH3:14])=[O:12])(=[O:4])(=[O:3])[NH2:2], predict the reaction product. (2) Given the reactants [F:1][C:2]1[CH:3]=[C:4]2[C:10](B3OC(C)(C)C(C)(C)O3)=[CH:9][N:8]([S:20]([C:23]3[CH:28]=[CH:27][C:26]([CH3:29])=[CH:25][CH:24]=3)(=[O:22])=[O:21])[C:5]2=[N:6][CH:7]=1.Cl[C:31]1[N:38]=[C:37]([NH:39][C@@H:40]([C:43]([CH3:46])([CH3:45])[CH3:44])[CH2:41][OH:42])[C:36]([F:47])=[CH:35][C:32]=1[C:33]#[N:34].[O-]P([O-])([O-])=O.[K+].[K+].[K+].CC(C1C=C(C(C)C)C(C2C=CC=CC=2P(C2CCCCC2)C2CCCCC2)=C(C(C)C)C=1)C, predict the reaction product. The product is: [F:47][C:36]1[C:37]([NH:39][C@@H:40]([C:43]([CH3:46])([CH3:45])[CH3:44])[CH2:41][OH:42])=[N:38][C:31]([C:10]2[C:4]3[C:5](=[N:6][CH:7]=[C:2]([F:1])[CH:3]=3)[N:8]([S:20]([C:23]3[CH:28]=[CH:27][C:26]([CH3:29])=[CH:25][CH:24]=3)(=[O:22])=[O:21])[CH:9]=2)=[C:32]([CH:35]=1)[C:33]#[N:34]. (3) Given the reactants [CH3:1][NH:2][C:3]([C:5]1C=[CH:9][C:8]([CH2:11][CH2:12][C:13]([OH:15])=O)=[CH:7][N:6]=1)=[O:4].[NH2:16][CH2:17][C:18]([N:20]([C:22]1[CH:27]=[CH:26][C:25]([Cl:28])=[C:24]([CH2:29][O:30][C:31]2[C:39]3[N:38]=[C:37]([O:40][CH3:41])[N:36]([CH2:42][C:43]4[CH:48]=[CH:47][CH:46]=[CH:45][N:44]=4)[C:35]=3[CH:34]=[CH:33][CH:32]=2)[C:23]=1[Cl:49])[CH3:21])=[O:19].ClC1C(COC2C3N=C(OC)[N:64](CC4C=CC=CN=4)C=3C=CC=2)=C(Cl)C=CC=1N(C)C(=O)CNC(=O)CCC1C=CC(C(NCCOC)=O)=CC=1, predict the reaction product. The product is: [Cl:49][C:23]1[C:24]([CH2:29][O:30][C:31]2[C:39]3[N:38]=[C:37]([O:40][CH3:41])[N:36]([CH2:42][C:43]4[CH:48]=[CH:47][CH:46]=[CH:45][N:44]=4)[C:35]=3[CH:34]=[CH:33][CH:32]=2)=[C:25]([Cl:28])[CH:26]=[CH:27][C:22]=1[N:20]([CH3:21])[C:18](=[O:19])[CH2:17][NH:16][C:13](=[O:15])[CH2:12][CH2:11][CH:8]1[CH2:7][NH:6][C:5]([C:3]([NH:2][CH3:1])=[O:4])=[N:64][CH2:9]1.